This data is from Peptide-MHC class II binding affinity with 134,281 pairs from IEDB. The task is: Regression. Given a peptide amino acid sequence and an MHC pseudo amino acid sequence, predict their binding affinity value. This is MHC class II binding data. (1) The peptide sequence is KASPVLAFPAGVCPT. The MHC is HLA-DQA10401-DQB10402 with pseudo-sequence HLA-DQA10401-DQB10402. The binding affinity (normalized) is 0.0242. (2) The MHC is DRB1_1001 with pseudo-sequence DRB1_1001. The peptide sequence is EIVQFLEETFAAYDQ. The binding affinity (normalized) is 0.338. (3) The peptide sequence is QLQPSLQTGSEELRSLY. The MHC is DRB1_1302 with pseudo-sequence DRB1_1302. The binding affinity (normalized) is 0. (4) The binding affinity (normalized) is 0.342. The peptide sequence is IPSIIHEALNIALIA. The MHC is DRB3_0101 with pseudo-sequence DRB3_0101. (5) The peptide sequence is SLFIGLKGDIRESTV. The MHC is DRB1_1101 with pseudo-sequence DRB1_1101. The binding affinity (normalized) is 0.462. (6) The peptide sequence is QEPFKNLKTGKYAKM. The MHC is HLA-DQA10104-DQB10503 with pseudo-sequence HLA-DQA10104-DQB10503. The binding affinity (normalized) is 0. (7) The MHC is DRB3_0101 with pseudo-sequence DRB3_0101. The binding affinity (normalized) is 0.827. The peptide sequence is STIFPFRRLFMVADV. (8) The peptide sequence is LLDNRSNHYEEVIAS. The binding affinity (normalized) is 0.217. The MHC is DRB1_0301 with pseudo-sequence DRB1_0301. (9) The peptide sequence is RVSPGNGWMIKETAC. The MHC is HLA-DQA10201-DQB10402 with pseudo-sequence HLA-DQA10201-DQB10402. The binding affinity (normalized) is 0.524. (10) The peptide sequence is VGLVVQIDHVRMSTK. The MHC is DRB1_1501 with pseudo-sequence DRB1_1501. The binding affinity (normalized) is 0.222.